Task: Predict the reaction yield, written as a fraction of the theoretical maximum amount of product (1.0 means a 100% yield; for example, 0.34 means a 34% yield).. Dataset: Reaction yield outcomes from USPTO patents with 853,638 reactions (1) The reactants are [O:1]=[C:2]1[CH:18]=[C:17]([CH:19]2[CH2:24][CH2:23][N:22](C(OC(C)(C)C)=O)[CH2:21][CH2:20]2)[N:5]2[N:6]=[C:7]3[C:12]([CH:11]=[CH:10][CH:9]=[C:8]3[C:13]([F:16])([F:15])[F:14])=[C:4]2[NH:3]1.[ClH:32]. The catalyst is CO.O1CCOCC1. The yield is 0.910. The product is [ClH:32].[NH:22]1[CH2:23][CH2:24][CH:19]([C:17]2[N:5]3[N:6]=[C:7]4[C:12]([CH:11]=[CH:10][CH:9]=[C:8]4[C:13]([F:14])([F:16])[F:15])=[C:4]3[NH:3][C:2](=[O:1])[CH:18]=2)[CH2:20][CH2:21]1. (2) The reactants are [CH:1]1([CH2:5][CH:6](C(O)=O)[C:7]([OH:9])=[O:8])[CH2:4][CH2:3][CH2:2]1. The catalyst is C(Cl)Cl.CO. The product is [CH:1]1([CH2:5][CH2:6][C:7]([OH:9])=[O:8])[CH2:4][CH2:3][CH2:2]1. The yield is 0.850. (3) The reactants are [N:1]1[CH:6]=[CH:5][CH:4]=[CH:3][C:2]=1[C:7]1[CH2:8][CH2:9][N:10]([CH2:13][CH2:14][CH2:15][NH2:16])[CH2:11][CH:12]=1. The catalyst is [OH-].[OH-].[Pd+2].CO. The product is [NH2:16][CH2:15][CH2:14][CH2:13][N:10]1[CH2:11][CH2:12][CH:7]([C:2]2[CH:3]=[CH:4][CH:5]=[CH:6][N:1]=2)[CH2:8][CH2:9]1. The yield is 0.910. (4) The reactants are [CH:1]1([C:4]2[NH:9][C:8](=[O:10])[C:7]([C:11]#[N:12])=[C:6]([C:13]3[CH:18]=[CH:17][C:16]([N+:19]([O-:21])=[O:20])=[CH:15][CH:14]=3)[CH:5]=2)[CH2:3][CH2:2]1.[F:22][C:23]([F:36])([F:35])[S:24](O[S:24]([C:23]([F:36])([F:35])[F:22])(=[O:26])=[O:25])(=[O:26])=[O:25]. The yield is 0.680. The catalyst is N1C=CC=CC=1. The product is [C:11]([C:7]1[C:8]([O:10][S:24]([C:23]([F:36])([F:35])[F:22])(=[O:26])=[O:25])=[N:9][C:4]([CH:1]2[CH2:2][CH2:3]2)=[CH:5][C:6]=1[C:13]1[CH:14]=[CH:15][C:16]([N+:19]([O-:21])=[O:20])=[CH:17][CH:18]=1)#[N:12]. (5) The reactants are [CH3:1][C@:2]12[C@@:19]3([CH3:20])[C@@H:10]([C@:11]4([CH3:32])[C@@H:16]([CH2:17][CH2:18]3)[C:15]([CH3:22])([CH3:21])[C:14]([C:23]3[CH:31]=[CH:30][C:26]([C:27]([OH:29])=[O:28])=[CH:25][CH:24]=3)=[CH:13][CH2:12]4)[CH2:9][CH2:8][C@@H:7]1[C@H:6]1[C@H:33]([C:36]([CH3:38])=[CH2:37])[CH2:34][CH2:35][C@:5]1([NH:39][CH2:40][CH2:41][NH:42]C1N=NC(C)=CC=1)[CH2:4][CH2:3]2.Br[C:51]1[N:56]=[CH:55][CH:54]=[CH:53][N:52]=1.C(O)(C(F)(F)F)=O. No catalyst specified. The product is [CH3:1][C@:2]12[C@@:19]3([CH3:20])[C@@H:10]([C@:11]4([CH3:32])[C@@H:16]([CH2:17][CH2:18]3)[C:15]([CH3:21])([CH3:22])[C:14]([C:23]3[CH:31]=[CH:30][C:26]([C:27]([OH:29])=[O:28])=[CH:25][CH:24]=3)=[CH:13][CH2:12]4)[CH2:9][CH2:8][C@@H:7]1[C@H:6]1[C@H:33]([C:36]([CH3:38])=[CH2:37])[CH2:34][CH2:35][C@:5]1([NH:39][CH2:40][CH2:41][NH:42][C:51]1[N:56]=[CH:55][CH:54]=[CH:53][N:52]=1)[CH2:4][CH2:3]2. The yield is 0.0820.